Dataset: M1 muscarinic receptor antagonist screen with 61,756 compounds. Task: Binary Classification. Given a drug SMILES string, predict its activity (active/inactive) in a high-throughput screening assay against a specified biological target. (1) The molecule is Brc1ccc(C(=O)NCC(O)COc2ccc(OC)cc2)cc1. The result is 0 (inactive). (2) The compound is O=C(N1C2CC(NC(=O)c3ccncc3)CC1CCC2)Nc1ccccc1. The result is 0 (inactive). (3) The molecule is s1c(NC(=O)Nc2cc(ccc2)C#N)ccc1. The result is 0 (inactive). (4) The compound is O=C(Nc1n(Cc2c(cccc2)C)c2c(n1)cccc2)CC. The result is 0 (inactive). (5) The molecule is s1c(NC(=O)CN2CCN(CC2)C)nc(c2ccccc2)c1. The result is 0 (inactive).